This data is from Peptide-MHC class I binding affinity with 185,985 pairs from IEDB/IMGT. The task is: Regression. Given a peptide amino acid sequence and an MHC pseudo amino acid sequence, predict their binding affinity value. This is MHC class I binding data. (1) The peptide sequence is IRAGFHPTAR. The MHC is Patr-A0401 with pseudo-sequence Patr-A0401. The binding affinity (normalized) is 0.676. (2) The peptide sequence is TNLYGFIIK. The MHC is HLA-A03:01 with pseudo-sequence HLA-A03:01. The binding affinity (normalized) is 0.323. (3) The peptide sequence is SVFELSNFA. The MHC is HLA-B44:02 with pseudo-sequence HLA-B44:02. The binding affinity (normalized) is 0.213. (4) The peptide sequence is TTSLFLHL. The MHC is H-2-Db with pseudo-sequence H-2-Db. The binding affinity (normalized) is 0. (5) The peptide sequence is KCRVKMEKL. The MHC is HLA-A02:19 with pseudo-sequence HLA-A02:19. The binding affinity (normalized) is 0.0847.